This data is from Full USPTO retrosynthesis dataset with 1.9M reactions from patents (1976-2016). The task is: Predict the reactants needed to synthesize the given product. Given the product [C:1]([O:5][C:6]([NH:8][C@H:9]([C:14]([N:16]1[C@@H:24]([C:25]#[CH:26])[CH2:23][CH2:22][C@H:17]1[C:18]([OH:20])=[O:19])=[O:15])[CH2:10][CH:11]([CH3:13])[CH3:12])=[O:7])([CH3:4])([CH3:2])[CH3:3], predict the reactants needed to synthesize it. The reactants are: [C:1]([O:5][C:6]([NH:8][C@H:9]([C:14]([N:16]1[C@@H:24]([C:25]#[C:26][Si](C)(C)C)[CH2:23][CH2:22][C@H:17]1[C:18]([O:20]C)=[O:19])=[O:15])[CH2:10][CH:11]([CH3:13])[CH3:12])=[O:7])([CH3:4])([CH3:3])[CH3:2].[OH-].[Li+].